Dataset: Full USPTO retrosynthesis dataset with 1.9M reactions from patents (1976-2016). Task: Predict the reactants needed to synthesize the given product. (1) Given the product [CH2:21]([C:28]1[CH:29]=[C:30]([NH:31][CH:1]=[C:16]2[C:17](=[O:18])[O:19][C:12]([CH3:20])([CH3:11])[O:13][C:14]2=[O:15])[CH:32]=[CH:33][CH:34]=1)[C:22]1[CH:23]=[CH:24][CH:25]=[CH:26][CH:27]=1.[CH2:35]([C:42]1[CH:43]=[CH:44][C:45]([NH:46][CH:1]=[C:16]2[C:17](=[O:18])[O:19][C:12]([CH3:20])([CH3:11])[O:13][C:14]2=[O:15])=[CH:47][CH:48]=1)[C:36]1[CH:37]=[CH:38][CH:39]=[CH:40][CH:41]=1, predict the reactants needed to synthesize it. The reactants are: [CH:1](OCC)(OCC)OCC.[CH3:11][C:12]1([CH3:20])[O:19][C:17](=[O:18])[CH2:16][C:14](=[O:15])[O:13]1.[CH2:21]([C:28]1[CH:29]=[C:30]([CH:32]=[CH:33][CH:34]=1)[NH2:31])[C:22]1[CH:27]=[CH:26][CH:25]=[CH:24][CH:23]=1.[CH2:35]([C:42]1[CH:48]=[CH:47][C:45]([NH2:46])=[CH:44][CH:43]=1)[C:36]1[CH:41]=[CH:40][CH:39]=[CH:38][CH:37]=1. (2) Given the product [CH3:38][O:37][C:35]([N:29]1[CH2:28][CH2:27][CH:26]([N:23]2[C:19]3=[N:20][CH:21]=[N:22][C:17]([O:16][C:15]4[CH:14]=[CH:13][C:12]([S:9]([CH3:8])(=[O:11])=[O:10])=[CH:33][CH:32]=4)=[C:18]3[CH:25]=[N:24]2)[CH2:31][CH2:30]1)=[O:36], predict the reactants needed to synthesize it. The reactants are: FC(F)(F)C(O)=O.[CH3:8][S:9]([C:12]1[CH:33]=[CH:32][C:15]([O:16][C:17]2[N:22]=[CH:21][N:20]=[C:19]3[N:23]([CH:26]4[CH2:31][CH2:30][NH:29][CH2:28][CH2:27]4)[N:24]=[CH:25][C:18]=23)=[CH:14][CH:13]=1)(=[O:11])=[O:10].Cl[C:35]([O:37][CH3:38])=[O:36]. (3) Given the product [Cl:18][C:17]1[CH:16]=[N:15][NH:14][C:13](=[O:19])[C:12]=1[C:5]1[CH:6]=[CH:7][CH:8]=[C:3]([O:2][CH3:1])[CH:4]=1, predict the reactants needed to synthesize it. The reactants are: [CH3:1][O:2][C:3]1[CH:4]=[C:5]([Mg]Br)[CH:6]=[CH:7][CH:8]=1.Cl[C:12]1[C:13](=[O:19])[NH:14][N:15]=[CH:16][C:17]=1[Cl:18].[Cl-].[NH4+]. (4) Given the product [CH3:1][S:2]([C:3]1[N:8]=[CH:7][C:6]([C:9]2[S:10][C:11]3[CH:19]=[CH:18][CH:17]=[CH:16][C:12]=3[C:13](=[O:15])[N:14]=2)=[CH:5][CH:4]=1)=[O:28], predict the reactants needed to synthesize it. The reactants are: [CH3:1][S:2][C:3]1[N:8]=[CH:7][C:6]([C:9]2[S:10][C:11]3[CH:19]=[CH:18][CH:17]=[CH:16][C:12]=3[C:13](=[O:15])[N:14]=2)=[CH:5][CH:4]=1.ClC1C=CC=C(C(OO)=[O:28])C=1. (5) Given the product [O:25]=[C:19]1[CH:18]([N:12]2[CH2:11][C:10]3[C:14](=[CH:15][CH:16]=[C:8]([CH2:7][NH:6][C:31]([NH:33][C:34]4[CH:35]=[CH:51][C:50]([CH3:53])=[C:49]([OH:3])[CH:48]=4)=[O:32])[CH:9]=3)[C:13]2=[O:17])[CH2:23][CH2:22][C:21](=[O:24])[NH:20]1, predict the reactants needed to synthesize it. The reactants are: CS(O)(=O)=[O:3].[NH2:6][CH2:7][C:8]1[CH:9]=[C:10]2[C:14](=[CH:15][CH:16]=1)[C:13](=[O:17])[N:12]([CH:18]1[CH2:23][CH2:22][C:21](=[O:24])[NH:20][C:19]1=[O:25])[CH2:11]2.C1N=CN([C:31]([N:33]2C=N[CH:35]=[CH:34]2)=[O:32])C=1.[Si](ONC1C=[CH:51][C:50]([CH3:53])=[CH:49][CH:48]=1)(C(C)(C)C)(C)C.